Dataset: Forward reaction prediction with 1.9M reactions from USPTO patents (1976-2016). Task: Predict the product of the given reaction. (1) Given the reactants [CH3:1][C:2]1[CH:3]=[C:4]([CH:9](Br)[C:10]2[CH:15]=[C:14]([CH3:16])[CH:13]=[C:12]([CH3:17])[CH:11]=2)[CH:5]=[C:6]([CH3:8])[CH:7]=1.Cl.[O:20]=[C:21]1[C:26]([C:27]([O:29][CH3:30])=[O:28])=[CH:25][CH:24]=[CH:23][NH:22]1.[H-].[Na+], predict the reaction product. The product is: [CH3:1][C:2]1[CH:3]=[C:4]([CH:9]([C:10]2[CH:15]=[C:14]([CH3:16])[CH:13]=[C:12]([CH3:17])[CH:11]=2)[N:22]2[CH:23]=[CH:24][CH:25]=[C:26]([C:27]([O:29][CH3:30])=[O:28])[C:21]2=[O:20])[CH:5]=[C:6]([CH3:8])[CH:7]=1. (2) Given the reactants C[O:2][C:3](=[O:16])[C:4]1[CH:9]=[CH:8][C:7]([N:10]2[CH2:15][CH2:14][CH2:13][CH2:12][CH2:11]2)=[CH:6][CH:5]=1.COC(=O)C1C=CC(N2CCCC2)=CC=1, predict the reaction product. The product is: [N:10]1([C:7]2[CH:8]=[CH:9][C:4]([C:3]([OH:16])=[O:2])=[CH:5][CH:6]=2)[CH2:15][CH2:14][CH2:13][CH2:12][CH2:11]1.